From a dataset of Full USPTO retrosynthesis dataset with 1.9M reactions from patents (1976-2016). Predict the reactants needed to synthesize the given product. Given the product [NH:11]1[CH2:15][CH2:14][CH2:13][CH:12]1[C:16]1[O:17][C:18]2[C:19]([N:24]=1)=[N:20][CH:21]=[CH:22][CH:23]=2, predict the reactants needed to synthesize it. The reactants are: C(OC([N:11]1[CH2:15][CH2:14][CH2:13][CH:12]1[C:16]1[O:17][C:18]2[C:19]([N:24]=1)=[N:20][CH:21]=[CH:22][CH:23]=2)=O)C1C=CC=CC=1.